From a dataset of Full USPTO retrosynthesis dataset with 1.9M reactions from patents (1976-2016). Predict the reactants needed to synthesize the given product. (1) Given the product [CH3:1][O:2][C:3](=[O:66])[NH:4][CH:5]([C:60]1[CH:65]=[CH:64][CH:63]=[CH:62][CH:61]=1)[C:6]([N:7]1[CH2:11][CH2:10][CH2:9][CH:8]1[C:12]1[NH:13][C:14]([C:17]2[CH:26]=[CH:25][C:24]3[C:19](=[CH:20][CH:21]=[C:22]([C:27]4[CH:28]=[C:29]5[C:56](=[CH:57][CH:58]=4)[C:33]4[NH:34][C:35]([CH:37]6[CH2:41][CH2:40][CH2:39][N:38]6[C:42](=[O:55])[CH:43]([NH:50][C:51]([CH:52]6[CH2:67][CH2:53]6)=[O:54])[CH:44]6[CH2:49][CH2:48][O:47][CH2:46][CH2:45]6)=[N:36][C:32]=4[CH2:31][CH2:30]5)[CH:23]=3)[CH:18]=2)=[CH:15][N:16]=1)=[O:59], predict the reactants needed to synthesize it. The reactants are: [CH3:1][O:2][C:3](=[O:66])[NH:4][CH:5]([C:60]1[CH:65]=[CH:64][CH:63]=[CH:62][CH:61]=1)[C:6](=[O:59])[N:7]1[CH2:11][CH2:10][CH2:9][CH:8]1[C:12]1[NH:13][C:14]([C:17]2[CH:26]=[CH:25][C:24]3[C:19](=[CH:20][CH:21]=[C:22]([C:27]4[CH:28]=[C:29]5[C:56](=[CH:57][CH:58]=4)[C:33]4[NH:34][C:35]([CH:37]6[CH2:41][CH2:40][CH2:39][N:38]6[C:42](=[O:55])[CH:43]([NH:50][C:51](=[O:54])[CH2:52][CH3:53])[CH:44]6[CH2:49][CH2:48][O:47][CH2:46][CH2:45]6)=[N:36][C:32]=4[CH2:31][CH2:30]5)[CH:23]=3)[CH:18]=2)=[CH:15][N:16]=1.[C:67](Cl)(=O)CC. (2) The reactants are: [F:1][C:2]1[C:3]([C:9]2[N:13]([CH:14]3[CH2:19][CH2:18][O:17][CH2:16][CH2:15]3)[C:12]([C:20]([F:23])([F:22])[F:21])=[N:11][CH:10]=2)=[N:4][C:5]([NH2:8])=[N:6][CH:7]=1.[Cl:24][C:25]1[C:26]([C:32]([N:34]2[CH2:39][CH2:38][CH2:37][CH2:36][CH2:35]2)=[O:33])=[N:27][CH:28]=[C:29](Cl)[CH:30]=1.C(=O)([O-])[O-].[Cs+].[Cs+].CC1(C)C2C(=C(P(C3C=CC=CC=3)C3C=CC=CC=3)C=CC=2)OC2C(P(C3C=CC=CC=3)C3C=CC=CC=3)=CC=CC1=2. Given the product [ClH:24].[Cl:24][C:25]1[CH:30]=[C:29]([NH:8][C:5]2[N:4]=[C:3]([C:9]3[N:13]([CH:14]4[CH2:19][CH2:18][O:17][CH2:16][CH2:15]4)[C:12]([C:20]([F:21])([F:23])[F:22])=[N:11][CH:10]=3)[C:2]([F:1])=[CH:7][N:6]=2)[CH:28]=[N:27][C:26]=1[C:32]([N:34]1[CH2:39][CH2:38][CH2:37][CH2:36][CH2:35]1)=[O:33], predict the reactants needed to synthesize it. (3) Given the product [C:31]([C:25]1[CH:26]=[CH:27][C:28]([N:3]2[C@H:4]3[CH2:22][CH2:21][CH2:20][CH2:19][C@@H:5]3[N:6]([C:7]3[CH:14]=[CH:13][C:10]([C:11]#[N:12])=[C:9]([C:15]([F:18])([F:16])[F:17])[CH:8]=3)[C:2]2=[O:1])=[CH:29][C:24]=1[F:23])(=[O:33])[CH3:32], predict the reactants needed to synthesize it. The reactants are: [O:1]=[C:2]1[N:6]([C:7]2[CH:14]=[CH:13][C:10]([C:11]#[N:12])=[C:9]([C:15]([F:18])([F:17])[F:16])[CH:8]=2)[C@H:5]2[CH2:19][CH2:20][CH2:21][CH2:22][C@@H:4]2[NH:3]1.[F:23][C:24]1[CH:29]=[C:28](I)[CH:27]=[CH:26][C:25]=1[C:31](=[O:33])[CH3:32]. (4) Given the product [CH3:1][C:2]1[N:3]([CH2:32][C:33]([OH:35])=[O:34])[C:4]2[CH2:5][C:6]([CH3:31])([CH3:30])[CH2:7][C:8](=[O:29])[C:9]=2[C:10]=1[CH2:11][C:12]1[CH:17]=[CH:16][CH:15]=[CH:14][C:13]=1[NH:18][S:19]([C:22]1[CH:23]=[CH:24][C:25]([CH3:28])=[CH:26][CH:27]=1)(=[O:20])=[O:21], predict the reactants needed to synthesize it. The reactants are: [CH3:1][C:2]1[N:3]([CH2:32][C:33]([O:35]CC)=[O:34])[C:4]2[CH2:5][C:6]([CH3:31])([CH3:30])[CH2:7][C:8](=[O:29])[C:9]=2[C:10]=1[CH2:11][C:12]1[CH:17]=[CH:16][CH:15]=[CH:14][C:13]=1[NH:18][S:19]([C:22]1[CH:27]=[CH:26][C:25]([CH3:28])=[CH:24][CH:23]=1)(=[O:21])=[O:20].